From a dataset of Forward reaction prediction with 1.9M reactions from USPTO patents (1976-2016). Predict the product of the given reaction. Given the reactants [Cl:1][C:2]1[N:7]=[C:6]([NH2:8])[N:5]=[C:4]([NH:9][CH2:10][C:11]2[CH:16]=[C:15]([O:17][CH3:18])[CH:14]=[C:13]([O:19][CH3:20])[CH:12]=2)[C:3]=1[NH2:21].[N:22]([O-])=O.[Na+], predict the reaction product. The product is: [Cl:1][C:2]1[C:3]2[N:21]=[N:22][N:9]([CH2:10][C:11]3[CH:12]=[C:13]([O:19][CH3:20])[CH:14]=[C:15]([O:17][CH3:18])[CH:16]=3)[C:4]=2[N:5]=[C:6]([NH2:8])[N:7]=1.